This data is from Reaction yield outcomes from USPTO patents with 853,638 reactions. The task is: Predict the reaction yield, written as a fraction of the theoretical maximum amount of product (1.0 means a 100% yield; for example, 0.34 means a 34% yield). (1) The catalyst is CN(C)C=O. The yield is 0.860. The reactants are [Cl:1][C:2]1[CH:3]=[C:4]([C:17]([NH:19][C@H:20]([C:22]2[CH:31]=[CH:30][C:25]([C:26]([O:28]C)=[O:27])=[CH:24][CH:23]=2)[CH3:21])=[O:18])[C:5]([O:8][C:9]2[CH:14]=[CH:13][CH:12]=[C:11]([Cl:15])[C:10]=2[CH3:16])=[N:6][CH:7]=1.[OH-].[Na+].Cl. The product is [Cl:1][C:2]1[CH:3]=[C:4]([C:17]([NH:19][C@H:20]([C:22]2[CH:23]=[CH:24][C:25]([C:26]([OH:28])=[O:27])=[CH:30][CH:31]=2)[CH3:21])=[O:18])[C:5]([O:8][C:9]2[CH:14]=[CH:13][CH:12]=[C:11]([Cl:15])[C:10]=2[CH3:16])=[N:6][CH:7]=1. (2) The reactants are N1C=CC=CC=1.[F:7][C:8]([F:20])([F:19])[C:9]([C:12]1[CH:17]=[CH:16][C:15]([OH:18])=[CH:14][CH:13]=1)([CH3:11])[CH3:10].[S:21](O[S:21]([C:24]([F:27])([F:26])[F:25])(=[O:23])=[O:22])([C:24]([F:27])([F:26])[F:25])(=[O:23])=[O:22]. The catalyst is CN(C1C=CN=CC=1)C.C(Cl)Cl. The product is [F:25][C:24]([F:27])([F:26])[S:21]([O:18][C:15]1[CH:16]=[CH:17][C:12]([C:9]([CH3:11])([CH3:10])[C:8]([F:19])([F:20])[F:7])=[CH:13][CH:14]=1)(=[O:23])=[O:22]. The yield is 0.890.